This data is from Full USPTO retrosynthesis dataset with 1.9M reactions from patents (1976-2016). The task is: Predict the reactants needed to synthesize the given product. (1) Given the product [F:1][C:2]1[CH:3]=[C:4]([C:8]([C:9](=[O:14])[CH2:10][CH2:11][CH2:12][CH3:13])=[CH2:16])[CH:5]=[CH:6][CH:7]=1, predict the reactants needed to synthesize it. The reactants are: [F:1][C:2]1[CH:3]=[C:4]([CH2:8][C:9](=[O:14])[CH2:10][CH2:11][CH2:12][CH3:13])[CH:5]=[CH:6][CH:7]=1.N1CCCC[CH2:16]1.C=O. (2) The reactants are: Br[C:2]1[N:3]=[CH:4][C:5]([N:8]([CH3:31])[C@@H:9]2[CH2:13][CH2:12][N:11]([C:14]3[C:15]4[CH:22]=[CH:21][N:20]([CH2:23][O:24][CH2:25][CH2:26][Si:27]([CH3:30])([CH3:29])[CH3:28])[C:16]=4[N:17]=[CH:18][N:19]=3)[CH2:10]2)=[N:6][CH:7]=1.[O-]CC.[Na+].O. Given the product [CH3:31][N:8]([C@@H:9]1[CH2:13][CH2:12][N:11]([C:14]2[C:15]3[CH:22]=[CH:21][N:20]([CH2:23][O:24][CH2:25][CH2:26][Si:27]([CH3:28])([CH3:30])[CH3:29])[C:16]=3[N:17]=[CH:18][N:19]=2)[CH2:10]1)[C:5]1[CH:4]=[N:3][CH:2]=[CH:7][N:6]=1, predict the reactants needed to synthesize it. (3) Given the product [CH3:15][N:20]1[CH2:19][CH2:18][NH:21][CH2:25][CH2:26]1.[OH:45][N:37]1[C:40]2[CH:41]=[CH:15][CH:16]=[CH:17][C:18]=2[N:21]=[N:22]1, predict the reactants needed to synthesize it. The reactants are: Cl.C(N=C=NCCCN(C)C)C.CO[C:15]1[N:20]=[CH:19][C:18]([N:21]2[C:25]([C:26]3C=CC=CC=3)=NC(C(O)=O)=[N:22]2)=[CH:17][CH:16]=1.C([N:37]([CH2:40][CH3:41])CC)C.CN(C)C=[O:45]. (4) Given the product [C:1]([O:5][C:6]([N:8]1[C@H:13]([C:14](=[O:16])[NH:24][CH2:23][C:22]2[CH:25]=[CH:26][CH:27]=[C:20]([Cl:19])[C:21]=2[F:28])[CH2:12][C@@:11]2([CH2:17][OH:18])[C@@H:9]1[CH2:10]2)=[O:7])([CH3:2])([CH3:3])[CH3:4], predict the reactants needed to synthesize it. The reactants are: [C:1]([O:5][C:6]([N:8]1[C@H:13]([C:14]([OH:16])=O)[CH2:12][C@@:11]2([CH2:17][OH:18])[C@@H:9]1[CH2:10]2)=[O:7])([CH3:4])([CH3:3])[CH3:2].[Cl:19][C:20]1[C:21]([F:28])=[C:22]([CH:25]=[CH:26][CH:27]=1)[CH2:23][NH2:24].CN(C(ON1N=NC2C=CC=CC1=2)=[N+](C)C)C.F[P-](F)(F)(F)(F)F.CCN(C(C)C)C(C)C.Cl. (5) Given the product [Br:7][C:8]1[CH:13]=[CH:12][C:11]([C:14]([OH:2])=[O:18])=[C:10]([N+:15]([O-:17])=[O:16])[CH:9]=1, predict the reactants needed to synthesize it. The reactants are: [Mn]([O-])(=O)(=O)=[O:2].[K+].[Br:7][C:8]1[CH:13]=[CH:12][C:11]([CH3:14])=[C:10]([N+:15]([O-:17])=[O:16])[CH:9]=1.[OH2:18].